The task is: Predict the product of the given reaction.. This data is from Forward reaction prediction with 1.9M reactions from USPTO patents (1976-2016). (1) Given the reactants [CH3:1][O:2][CH:3]([O:16][CH3:17])[C:4]1[C:13]([CH:14]=O)=[CH:12][C:11]2[CH2:10][CH2:9][CH2:8][NH:7][C:6]=2[N:5]=1.Cl.[NH2:19][CH2:20][CH2:21][O:22][CH2:23][C:24]([O:26]CC)=O.C(N(CC)CC)C.C(O[BH-](OC(=O)C)OC(=O)C)(=O)C.[Na+], predict the reaction product. The product is: [CH3:1][O:2][CH:3]([O:16][CH3:17])[C:4]1[C:13]([CH2:14][N:19]2[CH2:20][CH2:21][O:22][CH2:23][C:24]2=[O:26])=[CH:12][C:11]2[CH2:10][CH2:9][CH2:8][NH:7][C:6]=2[N:5]=1. (2) Given the reactants [CH3:1][O:2][C:3]1[C:4]([OH:21])=[CH:5][C:6]([OH:20])=[C:7]2[C:12](=[O:13])[CH:11]=[C:10]([C:14]3[CH:15]=[CH:16][CH:17]=[CH:18][CH:19]=3)[O:9][C:8]=12.[CH2:22]=O.[OH:24][CH2:25][CH2:26][N:27]1[CH2:32][CH2:31][NH:30][CH2:29][CH2:28]1, predict the reaction product. The product is: [OH:24][CH2:25][CH2:26][N:27]1[CH2:32][CH2:31][N:30]([CH2:22][C:5]2[C:6]([OH:20])=[C:7]3[C:8](=[C:3]([O:2][CH3:1])[C:4]=2[OH:21])[O:9][C:10]([C:14]2[CH:19]=[CH:18][CH:17]=[CH:16][CH:15]=2)=[CH:11][C:12]3=[O:13])[CH2:29][CH2:28]1. (3) The product is: [Cl:2][C:3]1[CH:4]=[C:5]2[C:10](=[CH:11][N:12]=1)[CH2:9][N:8]([C:18]([O:17][C:14]([CH3:16])([CH3:15])[CH3:13])=[O:19])[CH2:7][CH2:6]2. Given the reactants Cl.[Cl:2][C:3]1[CH:4]=[C:5]2[C:10](=[CH:11][N:12]=1)[CH2:9][NH:8][CH2:7][CH2:6]2.[CH3:13][C:14]([O:17][C:18](O[C:18]([O:17][C:14]([CH3:16])([CH3:15])[CH3:13])=[O:19])=[O:19])([CH3:16])[CH3:15], predict the reaction product. (4) Given the reactants [F:1][C:2]1[CH:11]=[CH:10][C:5]([C:6](=[N:8][OH:9])[NH2:7])=[CH:4][CH:3]=1.CC(C)([O-])C.[K+].[C:18]([C:22]1[N:26]2[CH2:27][CH2:28][CH:29]([C:31](OC)=O)[CH2:30][C:25]2=[N:24][N:23]=1)([CH3:21])([CH3:20])[CH3:19].C(=O)(O)[O-].[Na+], predict the reaction product. The product is: [C:18]([C:22]1[N:26]2[CH2:27][CH2:28][CH:29]([C:31]3[O:9][N:8]=[C:6]([C:5]4[CH:10]=[CH:11][C:2]([F:1])=[CH:3][CH:4]=4)[N:7]=3)[CH2:30][C:25]2=[N:24][N:23]=1)([CH3:21])([CH3:19])[CH3:20]. (5) The product is: [CH3:39][C:38]([CH3:41])([CH3:40])[C:37]([N:13]1[CH2:14][CH2:15][C@H:11]([C:9]([N:8]([C:5]2[CH:4]=[CH:3][C:2]([F:1])=[CH:7][CH:6]=2)[CH2:16][C:17]2[CH:18]=[N:19][C:20]([N:23]3[CH2:24][CH2:25][N:26]([CH3:29])[CH2:27][CH2:28]3)=[CH:21][CH:22]=2)=[O:10])[CH2:12]1)=[O:42]. Given the reactants [F:1][C:2]1[CH:7]=[CH:6][C:5]([N:8]([CH2:16][C:17]2[CH:18]=[N:19][C:20]([N:23]3[CH2:28][CH2:27][N:26]([CH3:29])[CH2:25][CH2:24]3)=[CH:21][CH:22]=2)[C:9]([C@H:11]2[CH2:15][CH2:14][NH:13][CH2:12]2)=[O:10])=[CH:4][CH:3]=1.C(N(CC)CC)C.[C:37](Cl)(=[O:42])[C:38]([CH3:41])([CH3:40])[CH3:39], predict the reaction product. (6) Given the reactants [C:1](Cl)(=[O:8])[C:2]1[CH:7]=[CH:6][CH:5]=[CH:4][CH:3]=1.[CH3:10][O:11][C:12]([NH:14][CH:15]([C:18]1[CH:23]=[CH:22][CH:21]=[CH:20][CH:19]=1)[CH2:16][NH2:17])=[O:13].C(N(CC)CC)C, predict the reaction product. The product is: [CH3:10][O:11][C:12]([NH:14][CH:15]([C:18]1[CH:23]=[CH:22][CH:21]=[CH:20][CH:19]=1)[CH2:16][NH:17][C:1](=[O:8])[C:2]1[CH:7]=[CH:6][CH:5]=[CH:4][CH:3]=1)=[O:13]. (7) Given the reactants [NH2:1][C:2]1[N:10]=[C:9]2[C:5]([NH:6][CH:7]=[N:8]2)=[C:4]([Cl:11])[N:3]=1.C(=O)([O-])[O-].[K+].[K+].Br[CH2:19][C:20]([OH:22])=[O:21].Cl, predict the reaction product. The product is: [NH2:1][C:2]1[N:10]=[C:9]2[C:5]([N:6]=[CH:7][N:8]2[CH2:19][C:20]([OH:22])=[O:21])=[C:4]([Cl:11])[N:3]=1.